This data is from Forward reaction prediction with 1.9M reactions from USPTO patents (1976-2016). The task is: Predict the product of the given reaction. Given the reactants ClC1C(NC(=O)C[C@@H](C)C2C=CC=CC=2)=C2C(=CC=1)N=C(N1CC[C@@H](O)C1)C=C2.[CH2:30]([O:32][C:33]([CH:35]1[CH2:40][CH2:39][N:38]([C:41]2[CH:50]=[CH:49][C:48]3[C:43](=[CH:44][CH:45]=[C:46]([Cl:52])[C:47]=3[NH2:51])[N:42]=2)[CH2:37][CH2:36]1)=[O:34])[CH3:31].[Cl:53][C:54]1[CH:59]=[CH:58][CH:57]=[CH:56][C:55]=1[CH2:60][CH2:61][C:62](O)=[O:63], predict the reaction product. The product is: [Cl:52][C:46]1[C:47]([NH:51][C:62](=[O:63])[CH2:61][CH2:60][C:55]2[CH:56]=[CH:57][CH:58]=[CH:59][C:54]=2[Cl:53])=[C:48]2[C:43](=[CH:44][CH:45]=1)[N:42]=[C:41]([N:38]1[CH2:39][CH2:40][CH:35]([C:33]([O:32][CH2:30][CH3:31])=[O:34])[CH2:36][CH2:37]1)[CH:50]=[CH:49]2.